From a dataset of Reaction yield outcomes from USPTO patents with 853,638 reactions. Predict the reaction yield, written as a fraction of the theoretical maximum amount of product (1.0 means a 100% yield; for example, 0.34 means a 34% yield). (1) The reactants are [Cl:1][C:2]1[C:7]([C:8]2[CH:13]=[CH:12][CH:11]=[C:10]([CH2:14][CH3:15])[CH:9]=2)=[C:6]([C:16]([C@@H:26]2[CH2:31][CH2:30][CH2:29][N:28]([C:32]([C:34]3[CH:39]=[CH:38][C:37]([CH2:40][N:41](C(OC(C)(C)C)=O)[CH3:42])=[CH:36][C:35]=3[CH2:50][CH2:51][C:52]3[NH:56][N:55]=[N:54][N:53]=3)=[O:33])[CH2:27]2)([OH:25])[CH2:17][CH2:18][CH2:19][NH:20][C:21](=[O:24])[O:22][CH3:23])[CH:5]=[CH:4][CH:3]=1.Cl. The catalyst is C(#N)C. The product is [Cl:1][C:2]1[C:7]([C:8]2[CH:13]=[CH:12][CH:11]=[C:10]([CH2:14][CH3:15])[CH:9]=2)=[C:6]([C:16]([OH:25])([C@@H:26]2[CH2:31][CH2:30][CH2:29][N:28]([C:32]([C:34]3[CH:39]=[CH:38][C:37]([CH2:40][NH:41][CH3:42])=[CH:36][C:35]=3[CH2:50][CH2:51][C:52]3[NH:56][N:55]=[N:54][N:53]=3)=[O:33])[CH2:27]2)[CH2:17][CH2:18][CH2:19][NH:20][C:21](=[O:24])[O:22][CH3:23])[CH:5]=[CH:4][CH:3]=1. The yield is 0.660. (2) The reactants are [Br:1]Br.C1(P(C2C=CC=CC=2)C2C=CC=CC=2)C=CC=CC=1.[CH3:22][O:23][CH2:24][C:25]1[CH:26]=[C:27]([C:31]2[O:35][C:34]([CH3:36])=[N:33][C:32]=2[CH2:37]O)[CH:28]=[CH:29][CH:30]=1. The catalyst is C(Cl)Cl. The product is [Br:1][CH2:37][C:32]1[N:33]=[C:34]([CH3:36])[O:35][C:31]=1[C:27]1[CH:28]=[CH:29][CH:30]=[C:25]([CH2:24][O:23][CH3:22])[CH:26]=1. The yield is 0.500. (3) The reactants are S(Cl)(Cl)=O.[OH:5][C:6]1[CH:14]=[CH:13][CH:12]=[C:11]([OH:15])[C:7]=1[C:8]([OH:10])=[O:9].[CH3:16][C:17]([CH3:19])=O. The catalyst is CN(C1C=CN=CC=1)C.C(COC)OC. The product is [OH:5][C:6]1[C:7]2[C:8](=[O:10])[O:9][C:17]([CH3:19])([CH3:16])[O:15][C:11]=2[CH:12]=[CH:13][CH:14]=1. The yield is 0.810. (4) The reactants are [NH2:1][C:2]1[N:3]=[CH:4][C:5]2[C:10]([CH:11]=1)=[CH:9][CH:8]=[CH:7][CH:6]=2.[Cl:12][C:13]1[N:21]=[CH:20][CH:19]=[CH:18][C:14]=1[C:15](Cl)=[O:16]. The catalyst is O1CCCC1. The product is [Cl:12][C:13]1[N:21]=[CH:20][CH:19]=[CH:18][C:14]=1[C:15]([NH:1][C:2]1[N:3]=[CH:4][C:5]2[C:10]([CH:11]=1)=[CH:9][CH:8]=[CH:7][CH:6]=2)=[O:16]. The yield is 0.550. (5) The reactants are [NH2:1][C:2]1[N:7]=[CH:6][N:5]=[C:4]2[N:8]([C@@H:25]3[CH2:30][CH2:29][CH2:28][N:27](C(OC(C)(C)C)=O)[CH2:26]3)[N:9]=[C:10]([C:11]3[CH:16]=[CH:15][C:14]([O:17][C:18]4[CH:23]=[CH:22][CH:21]=[CH:20][CH:19]=4)=[CH:13][C:12]=3[F:24])[C:3]=12.FC(F)(F)C(O)=O. The catalyst is ClCCl. The product is [F:24][C:12]1[CH:13]=[C:14]([O:17][C:18]2[CH:23]=[CH:22][CH:21]=[CH:20][CH:19]=2)[CH:15]=[CH:16][C:11]=1[C:10]1[C:3]2[C:4](=[N:5][CH:6]=[N:7][C:2]=2[NH2:1])[N:8]([C@@H:25]2[CH2:30][CH2:29][CH2:28][NH:27][CH2:26]2)[N:9]=1. The yield is 0.740. (6) The reactants are [OH:1][C:2]1[CH:7]=[CH:6][C:5]([C:8](=[O:10])[CH3:9])=[CH:4][CH:3]=1.C(=O)([O-])[O-].[K+].[K+].[Br:17][CH2:18][CH2:19]Br. The catalyst is CN(C=O)C. The product is [Br:17][CH2:18][CH2:19][O:1][C:2]1[CH:7]=[CH:6][C:5]([C:8](=[O:10])[CH3:9])=[CH:4][CH:3]=1. The yield is 0.852. (7) The reactants are [CH2:1]1[CH2:6][C@H:5]([C:7]([OH:9])=[O:8])[CH2:4][CH2:3][C@H:2]1[CH2:10][NH2:11].[CH:12]1([C:18]([O:20][CH:21]([O:25][C:26](ON2C(=O)CCC2=O)=[O:27])[CH:22]([CH3:24])[CH3:23])=[O:19])[CH2:17][CH2:16][CH2:15][CH2:14][CH2:13]1. The catalyst is CC(OC)(C)C.CC(C)=O.O. The product is [CH:12]1([C:18]([O:20][CH:21]([O:25][C:26]([NH:11][CH2:10][C@H:2]2[CH2:3][CH2:4][C@H:5]([C:7]([OH:9])=[O:8])[CH2:6][CH2:1]2)=[O:27])[CH:22]([CH3:23])[CH3:24])=[O:19])[CH2:13][CH2:14][CH2:15][CH2:16][CH2:17]1. The yield is 0.270. (8) The reactants are [CH2:1]([O:5][C:6]1[CH:7]=[C:8]([CH:11]=[CH:12][CH:13]=1)[CH:9]=O)[CH2:2][CH2:3][CH3:4].[N+:14]([CH3:17])([O-:16])=[O:15].C([O-])(=O)C.[NH4+]. The catalyst is C(O)(=O)C. The product is [CH2:1]([O:5][C:6]1[CH:13]=[CH:12][CH:11]=[C:8](/[CH:9]=[CH:17]/[N+:14]([O-:16])=[O:15])[CH:7]=1)[CH2:2][CH2:3][CH3:4]. The yield is 0.750. (9) The reactants are [C:1](Cl)(=O)[C:2]([CH3:5])([CH3:4])[CH3:3].[NH2:8][C:9]1[CH:10]=[C:11]([NH:23][S:24]([C:27]2[CH:32]=[CH:31][CH:30]=[CH:29][CH:28]=2)(=[O:26])=[O:25])[CH:12]=[CH:13][C:14]=1[NH:15][CH2:16][CH:17]1[CH2:22][CH2:21][O:20][CH2:19][CH2:18]1. The catalyst is CN(C1C=CN=CC=1)C.C(Cl)Cl. The product is [CH3:3][C:2]([C:1]1[N:15]([CH2:16][CH:17]2[CH2:18][CH2:19][O:20][CH2:21][CH2:22]2)[C:14]2[CH:13]=[CH:12][C:11]([NH:23][S:24]([C:27]3[CH:32]=[CH:31][CH:30]=[CH:29][CH:28]=3)(=[O:25])=[O:26])=[CH:10][C:9]=2[N:8]=1)([CH3:5])[CH3:4]. The yield is 0.0200. (10) The reactants are [CH3:1][O:2][C:3]([C:5]1[C:10]([OH:11])=[CH:9][CH:8]=[CH:7][N:6]=1)=[O:4].[C:12]([O-])([O-])=O.[K+].[K+].CI.CN(C=O)C. The catalyst is CCOC(C)=O.O. The product is [CH3:1][O:2][C:3]([C:5]1[C:10]([O:11][CH3:12])=[CH:9][CH:8]=[CH:7][N:6]=1)=[O:4]. The yield is 0.540.